This data is from Catalyst prediction with 721,799 reactions and 888 catalyst types from USPTO. The task is: Predict which catalyst facilitates the given reaction. (1) Reactant: N1C=CC=CC=1.[NH2:7][C@@H:8]([C:17]([OH:19])=[O:18])[CH2:9][C:10]1[CH:15]=[CH:14][C:13]([OH:16])=[CH:12][CH:11]=1.C[Si](Cl)(C)C.[C:25](Cl)(=[O:39])[CH2:26][CH2:27][CH2:28][CH2:29][CH2:30][CH2:31][CH2:32][CH2:33][CH2:34][CH2:35][CH2:36][CH2:37][CH3:38]. Product: [C:25]([NH:7][C@@H:8]([C:17]([OH:19])=[O:18])[CH2:9][C:10]1[CH:11]=[CH:12][C:13]([OH:16])=[CH:14][CH:15]=1)(=[O:39])[CH2:26][CH2:27][CH2:28][CH2:29][CH2:30][CH2:31][CH2:32][CH2:33][CH2:34][CH2:35][CH2:36][CH2:37][CH3:38]. The catalyst class is: 4. (2) Reactant: [Br:1][C:2]1[CH:7]=[CH:6][CH:5]=[C:4]([S:8]([C:11]([C:13]2[CH:18]=[CH:17][C:16]([C:19]([F:28])([C:24]([F:27])([F:26])[F:25])[C:20]([F:23])([F:22])[F:21])=[CH:15][CH:14]=2)=[CH2:12])(=[O:10])=[O:9])[CH:3]=1.[CH2:29]([N:36]([CH2:40][Si](C)(C)C)[CH2:37]OC)[C:30]1[CH:35]=[CH:34][CH:33]=[CH:32][CH:31]=1. Product: [CH2:29]([N:36]1[CH2:40][CH2:12][C:11]([S:8]([C:4]2[CH:5]=[CH:6][CH:7]=[C:2]([Br:1])[CH:3]=2)(=[O:10])=[O:9])([C:13]2[CH:18]=[CH:17][C:16]([C:19]([F:28])([C:20]([F:22])([F:23])[F:21])[C:24]([F:26])([F:25])[F:27])=[CH:15][CH:14]=2)[CH2:37]1)[C:30]1[CH:35]=[CH:34][CH:33]=[CH:32][CH:31]=1. The catalyst class is: 137.